From a dataset of Forward reaction prediction with 1.9M reactions from USPTO patents (1976-2016). Predict the product of the given reaction. Given the reactants [C:1]([O:5][C:6]([NH:8][C@@H:9]([CH2:13][CH2:14][C:15]1[N:16]=[N:17][NH:18][N:19]=1)[C:10]([OH:12])=O)=[O:7])([CH3:4])([CH3:3])[CH3:2].CN(C(ON1N=NC2C=CC=NC1=2)=[N+](C)C)C.F[P-](F)(F)(F)(F)F.CCN(C(C)C)C(C)C.[CH2:53]([O:57][C:58]([N:60]1[CH2:65][CH2:64][NH:63][CH2:62][CH2:61]1)=[O:59])[CH2:54][CH2:55][CH3:56], predict the reaction product. The product is: [CH2:53]([O:57][C:58]([N:60]1[CH2:65][CH2:64][N:63]([C:10](=[O:12])[C@@H:9]([NH:8][C:6]([O:5][C:1]([CH3:2])([CH3:3])[CH3:4])=[O:7])[CH2:13][CH2:14][C:15]2[N:16]=[N:17][NH:18][N:19]=2)[CH2:62][CH2:61]1)=[O:59])[CH2:54][CH2:55][CH3:56].